Task: Predict the reactants needed to synthesize the given product.. Dataset: Full USPTO retrosynthesis dataset with 1.9M reactions from patents (1976-2016) Given the product [C:4]1([CH3:28])[CH:5]=[CH:6][C:7]([S:10]([N:13]2[CH:21]3[CH:16]([CH2:17][CH2:18][CH2:19][CH2:20]3)[CH2:15][C:14]2=[O:27])(=[O:12])=[O:11])=[CH:8][CH:9]=1, predict the reactants needed to synthesize it. The reactants are: [Cl-].[Na+].O.[C:4]1([CH3:28])[CH:9]=[CH:8][C:7]([S:10]([N:13]2[CH:21]3[CH:16]([CH2:17][CH2:18][CH2:19][CH2:20]3)[CH:15](C(OCC)=O)[C:14]2=[O:27])(=[O:12])=[O:11])=[CH:6][CH:5]=1.